Dataset: Retrosynthesis with 50K atom-mapped reactions and 10 reaction types from USPTO. Task: Predict the reactants needed to synthesize the given product. (1) Given the product CCOC(=O)c1nc(C)c2nc(-c3ccc(F)cc3)sc2c1O, predict the reactants needed to synthesize it. The reactants are: CCOC(=O)c1nc(Br)c2nc(-c3ccc(F)cc3)sc2c1O.CN(C)C=O. (2) Given the product O=C(O)CC[C@@H](CF)NC(=O)COc1ccc(Cl)cc1Cl, predict the reactants needed to synthesize it. The reactants are: COC(=O)CC[C@@H](CF)NC(=O)COc1ccc(Cl)cc1Cl. (3) Given the product FC(F)(F)C1(c2cc(Cl)cc(Cl)c2)CC(c2cccc(Nc3ncccn3)c2)=NO1, predict the reactants needed to synthesize it. The reactants are: Clc1ncccn1.Nc1cccc(C2=NOC(c3cc(Cl)cc(Cl)c3)(C(F)(F)F)C2)c1. (4) The reactants are: C#CCCCCC(=O)O.Clc1ncc(-c2ccccc2)c(-c2ccccc2)n1. Given the product O=C(O)CCCCC#Cc1ncc(-c2ccccc2)c(-c2ccccc2)n1, predict the reactants needed to synthesize it. (5) The reactants are: COC(=O)c1sc(-c2ccc(Cl)cc2)cc1N(C(=O)OC(C)(C)C)C(=O)OC(C)(C)C. Given the product CC(C)(C)OC(=O)N(C(=O)OC(C)(C)C)c1cc(-c2ccc(Cl)cc2)sc1C(=O)O, predict the reactants needed to synthesize it.